This data is from Forward reaction prediction with 1.9M reactions from USPTO patents (1976-2016). The task is: Predict the product of the given reaction. (1) Given the reactants [OH:1][CH2:2][CH:3]1[CH2:8][CH2:7][N:6]([C:9]([O:11][C:12]([CH3:15])([CH3:14])[CH3:13])=[O:10])[CH2:5][CH2:4]1.Cl[CH2:17][CH2:18][N:19]1[CH2:23][CH2:22][CH2:21][CH2:20]1, predict the reaction product. The product is: [N:19]1([CH2:18][CH2:17][O:1][CH2:2][CH:3]2[CH2:8][CH2:7][N:6]([C:9]([O:11][C:12]([CH3:15])([CH3:14])[CH3:13])=[O:10])[CH2:5][CH2:4]2)[CH2:23][CH2:22][CH2:21][CH2:20]1. (2) Given the reactants [Cl:1][C:2]1[CH:7]=[C:6]([C:8]2[CH:13]=[CH:12][C:11](=[O:14])[N:10]([CH2:15][CH2:16][O:17][C:18]3[C:27]4[C:22](=[CH:23][C:24]([O:28][CH3:29])=[CH:25][CH:26]=4)[N:21]=[CH:20][CH:19]=3)[N:9]=2)[CH:5]=[CH:4][C:3]=1[C@H:30]([NH:35][S@@](C(C)(C)C)=O)[C:31]([F:34])([F:33])[F:32].Cl, predict the reaction product. The product is: [NH2:35][C@@H:30]([C:3]1[CH:4]=[CH:5][C:6]([C:8]2[CH:13]=[CH:12][C:11](=[O:14])[N:10]([CH2:15][CH2:16][O:17][C:18]3[C:27]4[C:22](=[CH:23][C:24]([O:28][CH3:29])=[CH:25][CH:26]=4)[N:21]=[CH:20][CH:19]=3)[N:9]=2)=[CH:7][C:2]=1[Cl:1])[C:31]([F:33])([F:32])[F:34]. (3) Given the reactants [CH2:1]([O:3][C:4](=[O:11])[C:5](=O)[CH2:6][C:7](=[O:9])[CH3:8])[CH3:2].Cl.[NH2:13]O.C(=O)([O-])O.[Na+], predict the reaction product. The product is: [CH2:1]([O:3][C:4]([C:5]1[CH:6]=[C:7]([CH3:8])[O:9][N:13]=1)=[O:11])[CH3:2]. (4) Given the reactants [Cl:1][C:2]1[CH:23]=[CH:22][C:5]([CH2:6][NH:7][C:8]([C:10]2[CH:11]=[N:12][C:13]3[C:18]([C:19]=2[OH:20])=[CH:17][CH:16]=[CH:15][C:14]=3I)=[O:9])=[CH:4][CH:3]=1.[CH2:24]([OH:27])[C:25]#[CH:26], predict the reaction product. The product is: [Cl:1][C:2]1[CH:23]=[CH:22][C:5]([CH2:6][NH:7][C:8]([C:10]2[C:19](=[O:20])[C:18]3[C:13]4=[C:14]([CH:26]=[C:25]([CH2:24][OH:27])[N:12]4[CH:11]=2)[CH:15]=[CH:16][CH:17]=3)=[O:9])=[CH:4][CH:3]=1. (5) Given the reactants [NH2:1][C:2]1[C:11]2[N:12]=[C:13]([CH2:20][O:21][CH2:22][CH3:23])[N:14]([CH2:15][C:16]([OH:19])([CH3:18])[CH3:17])[C:10]=2[C:9]2[CH:8]=[CH:7][C:6]([OH:24])=[CH:5][C:4]=2[N:3]=1.C(=O)([O-])[O-].[Cs+].[Cs+].Cl[CH2:32][C:33]1[N:34]=[C:35]([C:38]2[S:39][CH:40]=[CH:41][CH:42]=2)[S:36][CH:37]=1.C(N(CC)CC)C, predict the reaction product. The product is: [NH2:1][C:2]1[C:11]2[N:12]=[C:13]([CH2:20][O:21][CH2:22][CH3:23])[N:14]([CH2:15][C:16]([CH3:18])([OH:19])[CH3:17])[C:10]=2[C:9]2[CH:8]=[CH:7][C:6]([O:24][CH2:32][C:33]3[N:34]=[C:35]([C:38]4[S:39][CH:40]=[CH:41][CH:42]=4)[S:36][CH:37]=3)=[CH:5][C:4]=2[N:3]=1. (6) Given the reactants [NH2:1][C:2]1[CH:7]=[CH:6][C:5]([OH:8])=[C:4]([Cl:9])[CH:3]=1.CC([O-])(C)C.[K+].Cl[C:17]1[CH:22]=[CH:21][N:20]=[C:19]([C:23]([NH2:25])=[O:24])[CH:18]=1.C([O-])([O-])=O.[K+].[K+], predict the reaction product. The product is: [NH2:1][C:2]1[CH:7]=[CH:6][C:5]([O:8][C:17]2[CH:22]=[CH:21][N:20]=[C:19]([C:23]([NH2:25])=[O:24])[CH:18]=2)=[C:4]([Cl:9])[CH:3]=1. (7) The product is: [CH2:1]([O:8][C:9]1[CH:14]=[CH:13][C:12]([CH:66]2[CH2:67][CH2:68][CH2:69][C:64](=[O:70])[CH2:65]2)=[CH:11][CH:10]=1)[C:2]1[CH:7]=[CH:6][CH:5]=[CH:4][CH:3]=1. Given the reactants [CH2:1]([O:8][C:9]1[CH:14]=[CH:13][C:12](B(O)O)=[CH:11][CH:10]=1)[C:2]1[CH:7]=[CH:6][CH:5]=[CH:4][CH:3]=1.C1C=CC(P(C2C(C3C(P(C4C=CC=CC=4)C4C=CC=CC=4)=CC=C4C=3C=CC=C4)=C3C(C=CC=C3)=CC=2)C2C=CC=CC=2)=CC=1.[C:64]1(=[O:70])[CH2:69][CH2:68][CH2:67][CH:66]=[CH:65]1.C(=O)([O-])O.[Na+], predict the reaction product. (8) The product is: [CH:35]1([CH2:38][N:39]([CH2:60][CH:61]2[CH2:63][CH2:62]2)[C:40]2[C:41]([S:58][CH3:59])=[N:42][N:43]3[C:48]([C:49]4[C:54]([CH3:55])=[CH:53][C:52]([CH3:56])=[CH:51][C:50]=4[O:57][CH2:1][CH3:2])=[CH:47][CH:46]=[CH:45][C:44]=23)[CH2:36][CH2:37]1. Given the reactants [CH2:1](O)[CH3:2].C1(P(C2C=CC=CC=2)C2C=CC=CC=2)C=CC=CC=1.N(C(OCC)=O)=NC(OCC)=O.[CH:35]1([CH2:38][N:39]([CH2:60][CH:61]2[CH2:63][CH2:62]2)[C:40]2[C:41]([S:58][CH3:59])=[N:42][N:43]3[C:48]([C:49]4[C:54]([CH3:55])=[CH:53][C:52]([CH3:56])=[CH:51][C:50]=4[OH:57])=[CH:47][CH:46]=[CH:45][C:44]=23)[CH2:37][CH2:36]1, predict the reaction product. (9) Given the reactants C([Li])CCC.CCCCCC.Br[C:13]1[CH:18]=[CH:17][CH:16]=[C:15]([CH3:19])[N:14]=1.CON(C)[C:23]([CH:25]1[CH2:30][CH2:29][CH2:28][N:27]([C:31]([O:33][C:34]([CH3:37])([CH3:36])[CH3:35])=[O:32])[CH2:26]1)=[O:24].[Cl-].[NH4+], predict the reaction product. The product is: [CH3:19][C:15]1[N:14]=[C:13]([C:23]([CH:25]2[CH2:30][CH2:29][CH2:28][N:27]([C:31]([O:33][C:34]([CH3:37])([CH3:36])[CH3:35])=[O:32])[CH2:26]2)=[O:24])[CH:18]=[CH:17][CH:16]=1. (10) Given the reactants [CH3:1][O:2][C:3]1[CH:4]=[C:5]([CH:14]=[CH:15][CH:16]=1)[CH2:6][CH2:7][NH:8][C:9](=O)[O:10]CC, predict the reaction product. The product is: [CH3:1][O:2][C:3]1[CH:4]=[C:5]2[C:14](=[CH:15][CH:16]=1)[C:9](=[O:10])[NH:8][CH2:7][CH2:6]2.